Predict the product of the given reaction. From a dataset of Forward reaction prediction with 1.9M reactions from USPTO patents (1976-2016). (1) Given the reactants [CH2:1]([C@H:8]1[CH2:12][O:11][C:10](=[O:13])[N:9]1[C:14](=[O:23])[CH2:15][CH2:16][C:17]1[CH:22]=[CH:21][CH:20]=[CH:19][CH:18]=1)[C:2]1[CH:7]=[CH:6][CH:5]=[CH:4][CH:3]=1.C[Si]([N-][Si](C)(C)C)(C)C.[Na+].Br[CH2:35][C:36]([O:38][C:39]([CH3:42])([CH3:41])[CH3:40])=[O:37].C1C[O:46][CH2:45]C1, predict the reaction product. The product is: [CH2:1]([C@H:8]1[CH2:12][O:11][C:10](=[O:13])[N:9]1[C:14](=[O:23])[C@H:15]([CH2:16][C:17]1[CH:22]=[CH:21][CH:20]=[C:19]([O:46][CH3:45])[CH:18]=1)[CH2:35][C:36]([O:38][C:39]([CH3:42])([CH3:41])[CH3:40])=[O:37])[C:2]1[CH:3]=[CH:4][CH:5]=[CH:6][CH:7]=1. (2) Given the reactants C([S:8]([NH:11][C:12]([CH:14]1[CH2:19][CH2:18][N:17]([C:20]2[C:25]([Cl:26])=[CH:24][C:23]([C:27](=[O:31])[CH2:28][CH2:29][CH3:30])=[C:22]([CH2:32][N:33]3[CH2:37][CH2:36][CH2:35][C:34]3=[O:38])[N:21]=2)[CH2:16][CH2:15]1)=[O:13])(=[O:10])=[O:9])C1C=CC=CC=1.[CH3:39]OC1CCCCN=1.C1(CS(N)(=O)=O)C=CC=CC=1.[F:58][C:59]1[CH:64]=[CH:63][C:62]([N:65]([CH3:70])S(N)(=O)=O)=[CH:61][CH:60]=1, predict the reaction product. The product is: [C:27]([C:23]1[CH:24]=[C:25]([Cl:26])[C:20]([N:17]2[CH2:18][CH2:19][CH:14]([C:12]([NH:11][S:8]([N:65]([C:62]3[CH:63]=[CH:64][C:59]([F:58])=[CH:60][CH:61]=3)[CH3:70])(=[O:9])=[O:10])=[O:13])[CH2:15][CH2:16]2)=[N:21][C:22]=1[CH2:32][N:33]1[CH2:37][CH2:36][CH2:39][CH2:35][C:34]1=[O:38])(=[O:31])[CH2:28][CH2:29][CH3:30]. (3) Given the reactants [H-].[Na+].[Cl:3][C:4]1[CH:9]=[CH:8][C:7]([C:10]2[N:11]=[C:12]([NH:15][C:16]([CH:18]3[CH2:20][CH2:19]3)=[O:17])[S:13][CH:14]=2)=[CH:6][CH:5]=1.[CH2:21](I)[CH3:22], predict the reaction product. The product is: [Cl:3][C:4]1[CH:5]=[CH:6][C:7]([C:10]2[N:11]=[C:12]([N:15]([CH2:21][CH3:22])[C:16]([CH:18]3[CH2:19][CH2:20]3)=[O:17])[S:13][CH:14]=2)=[CH:8][CH:9]=1. (4) The product is: [Cl:1][C:2]1[C:11]2[C:6](=[CH:7][C:8]([Cl:12])=[CH:9][CH:10]=2)[N:5]=[CH:4][C:3]=1[C:13]([N:29]([O:30][CH3:31])[CH3:28])=[O:15]. Given the reactants [Cl:1][C:2]1[C:11]2[C:6](=[CH:7][C:8]([Cl:12])=[CH:9][CH:10]=2)[N:5]=[CH:4][C:3]=1[C:13]([OH:15])=O.O=S(Cl)Cl.C(N(CC)CC)C.Cl.[CH3:28][NH:29][O:30][CH3:31], predict the reaction product. (5) The product is: [C:21]([C:7]1[C:8]2[S:12][C:11]([NH:13][C:14]([CH:16]3[CH2:17][CH2:18]3)=[O:15])=[N:10][C:9]=2[CH:19]=[CH:20][C:6]=1[O:5][C:4]1[CH:23]=[CH:24][C:25]([F:26])=[C:2]([NH:1][C:28](=[O:29])[NH:27][C:30]2[CH:35]=[CH:34][C:33]([C:36]([F:37])([F:39])[F:38])=[CH:32][CH:31]=2)[CH:3]=1)#[N:22]. Given the reactants [NH2:1][C:2]1[CH:3]=[C:4]([CH:23]=[CH:24][C:25]=1[F:26])[O:5][C:6]1[CH:20]=[CH:19][C:9]2[N:10]=[C:11]([NH:13][C:14]([CH:16]3[CH2:18][CH2:17]3)=[O:15])[S:12][C:8]=2[C:7]=1[C:21]#[N:22].[N:27]([C:30]1[CH:35]=[CH:34][C:33]([C:36]([F:39])([F:38])[F:37])=[CH:32][CH:31]=1)=[C:28]=[O:29], predict the reaction product. (6) Given the reactants [CH:1]1([N:6]2[CH2:11][CH2:10][CH:9]([C:12]3[CH:17]=[CH:16][C:15]([NH:18][C:19]4[C:20]([C:34]([NH2:36])=[O:35])=[N:21][CH:22]=[C:23]([N:25]5[CH2:30][CH2:29][CH2:28][C@H:27]6[NH:31][CH2:32][CH2:33][C@@H:26]56)[N:24]=4)=[CH:14][CH:13]=3)[CH2:8][CH2:7]2)[CH2:5][CH2:4][CH2:3][CH2:2]1.CCN(C(C)C)C(C)C.[CH3:46][N:47]([CH3:51])[C:48]([Cl:50])=[O:49], predict the reaction product. The product is: [C:34]([C:20]1[N:21]=[CH:22][C:23]([N:25]2[CH2:30][CH2:29][CH2:28][C@H:27]3[N:31]([C:48]([N:47]([CH3:51])[CH3:46])=[O:49])[CH2:32][CH2:33][C@@H:26]23)=[N:24][C:19]=1[NH:18][C:15]1[CH:14]=[CH:13][C:12]([CH:9]2[CH2:8][CH2:7][N:6]([CH:1]3[CH2:5][CH2:4][CH2:3][CH2:2]3)[CH2:11][CH2:10]2)=[CH:17][CH:16]=1)(=[O:35])[NH2:36].[ClH:50]. (7) Given the reactants [CH3:1][N:2]([CH3:28])[CH2:3][CH2:4][CH2:5][C:6]1[CH:15]=[C:14]2[C:9]([CH:10]=[CH:11][N:12]([C:17]3[CH:18]=[C:19]([CH:24]=[CH:25][C:26]=3[CH3:27])[C:20]([O:22]C)=[O:21])[C:13]2=[O:16])=[CH:8][CH:7]=1.[OH-].[Na+].Cl, predict the reaction product. The product is: [CH3:28][N:2]([CH3:1])[CH2:3][CH2:4][CH2:5][C:6]1[CH:15]=[C:14]2[C:9]([CH:10]=[CH:11][N:12]([C:17]3[CH:18]=[C:19]([CH:24]=[CH:25][C:26]=3[CH3:27])[C:20]([OH:22])=[O:21])[C:13]2=[O:16])=[CH:8][CH:7]=1. (8) Given the reactants [H-].[H-].[H-].[H-].[Li+].[Al+3].C[O:8][C:9]([C:11]1[CH:20]=[CH:19][C:18]2[CH:17]([N:21]=[N+]=[N-])[CH2:16][CH2:15][CH2:14][C:13]=2[CH:12]=1)=O.O.[OH-].[Na+], predict the reaction product. The product is: [NH2:21][C@@H:17]1[CH2:16][CH2:15][CH2:14][C:13]2[CH:12]=[C:11]([CH2:9][OH:8])[CH:20]=[CH:19][C:18]1=2.